This data is from Forward reaction prediction with 1.9M reactions from USPTO patents (1976-2016). The task is: Predict the product of the given reaction. (1) The product is: [F:34][CH:2]([F:1])[C@@H:3]([C:5]1[CH:6]=[CH:7][C:8]([C:11]2[C:20]3[C:15](=[CH:16][C:17]([C:21]4[CH:26]=[CH:25][C:24]([S:27][CH3:28])=[CH:23][CH:22]=4)=[CH:18][CH:19]=3)[CH:14]=[C:13]([C:29]([OH:31])=[O:30])[CH:12]=2)=[CH:9][CH:10]=1)[OH:4]. Given the reactants [F:1][CH:2]([F:34])[C@@H:3]([C:5]1[CH:10]=[CH:9][C:8]([C:11]2[C:20]3[C:15](=[CH:16][C:17]([C:21]4[CH:26]=[CH:25][C:24]([S:27][CH3:28])=[CH:23][CH:22]=4)=[CH:18][CH:19]=3)[CH:14]=[C:13]([C:29]([O:31]CC)=[O:30])[CH:12]=2)=[CH:7][CH:6]=1)[OH:4].[OH-].[Na+], predict the reaction product. (2) Given the reactants [Cl:1][C:2]1[N:10]2[C:6](=[N:7][C:8]3[CH:14]=[CH:13][CH:12]=[CH:11][C:9]=32)[C:5]([C:15]#[N:16])=[C:4]([CH3:17])[C:3]=1[CH2:18][C:19]1[CH:24]=[CH:23][C:22](F)=[CH:21][CH:20]=1.[F:26]C1C=C(C=CC=1)CC1C(=O)N2C(NC3C=CC=CC=32)=C(C#N)C=1C, predict the reaction product. The product is: [Cl:1][C:2]1[N:10]2[C:6](=[N:7][C:8]3[CH:14]=[CH:13][CH:12]=[CH:11][C:9]=32)[C:5]([C:15]#[N:16])=[C:4]([CH3:17])[C:3]=1[CH2:18][C:19]1[CH:20]=[CH:21][CH:22]=[C:23]([F:26])[CH:24]=1. (3) Given the reactants [OH:1][C@H:2]1[CH2:6][C:5](=[O:7])[CH:4]=[CH:3]1.CN(CC)C.[Si:13](Cl)([C:16]([CH3:19])([CH3:18])[CH3:17])([CH3:15])[CH3:14].C(OCC)(=O)C, predict the reaction product. The product is: [CH3:17][C:16]([Si:13]([CH3:15])([CH3:14])[O:7][C@H:5]1[CH2:6][C:2](=[O:1])[CH:3]=[CH:4]1)([CH3:19])[CH3:18]. (4) The product is: [Cl:31][C:25]1[CH:26]=[C:27]([Cl:30])[CH:28]=[CH:29][C:24]=1[NH:23][C:22]([N:19]1[CH2:18][CH2:17][CH:16]([C:13]2[C:12]3[C:7](=[CH:8][CH:9]=[C:10]([F:33])[CH:11]=3)[CH:6]=[C:5]([CH2:4][C:3]([OH:34])=[O:2])[C:14]=2[CH3:15])[CH2:21][CH2:20]1)=[O:32]. Given the reactants C[O:2][C:3](=[O:34])[CH2:4][C:5]1[C:14]([CH3:15])=[C:13]([CH:16]2[CH2:21][CH2:20][N:19]([C:22](=[O:32])[NH:23][C:24]3[CH:29]=[CH:28][C:27]([Cl:30])=[CH:26][C:25]=3[Cl:31])[CH2:18][CH2:17]2)[C:12]2[C:7](=[CH:8][CH:9]=[C:10]([F:33])[CH:11]=2)[CH:6]=1.O.[OH-].[Li+], predict the reaction product. (5) Given the reactants ClC(Cl)(O[C:5](=[O:11])[O:6][C:7](Cl)(Cl)Cl)Cl.[NH2:13][C:14]1[CH:19]=[C:18]([CH2:20][CH2:21][CH2:22][C:23]([O:25][CH2:26][CH3:27])=[O:24])[CH:17]=[CH:16][C:15]=1[C:28]1[CH:33]=[CH:32][CH:31]=[CH:30][CH:29]=1.C(N(CC)CC)C.O[C@H]1[CH2:47][CH2:46][C@H:45]([NH:48][C:49](=[O:58])[O:50][CH2:51][C:52]2[CH:57]=[CH:56][CH:55]=[CH:54][CH:53]=2)[CH2:44][CH2:43]1, predict the reaction product. The product is: [CH2:51]([O:50][C:49]([NH:48][C@H:45]1[CH2:46][CH2:47][C@H:7]([O:6][C:5]([NH:13][C:14]2[CH:19]=[C:18]([CH2:20][CH2:21][CH2:22][C:23]([O:25][CH2:26][CH3:27])=[O:24])[CH:17]=[CH:16][C:15]=2[C:28]2[CH:29]=[CH:30][CH:31]=[CH:32][CH:33]=2)=[O:11])[CH2:43][CH2:44]1)=[O:58])[C:52]1[CH:57]=[CH:56][CH:55]=[CH:54][CH:53]=1. (6) Given the reactants [Cl:1][C:2]1[CH:3]=[C:4]([CH:8]=[C:9]([N+:12]([O-:14])=[O:13])[C:10]=1[F:11])[C:5]([OH:7])=O.Cl.[NH2:16][CH2:17][C:18]1[CH:29]=[CH:28][C:27]([C:30]#[N:31])=[CH:26][C:19]=1[O:20][CH2:21][C:22]([NH:24][CH3:25])=[O:23], predict the reaction product. The product is: [Cl:1][C:2]1[CH:3]=[C:4]([CH:8]=[C:9]([N+:12]([O-:14])=[O:13])[C:10]=1[F:11])[C:5]([NH:16][CH2:17][C:18]1[CH:29]=[CH:28][C:27]([C:30]#[N:31])=[CH:26][C:19]=1[O:20][CH2:21][C:22](=[O:23])[NH:24][CH3:25])=[O:7]. (7) Given the reactants [NH2:1][C:2]1[CH:7]=[C:6]([Cl:8])[CH:5]=[CH:4][C:3]=1[S:9][C:10]1[CH:18]=[CH:17][CH:16]=[CH:15][C:11]=1[C:12](O)=[O:13].C(Cl)CCl.C1C=CC2N(O)N=NC=2C=1, predict the reaction product. The product is: [Cl:8][C:6]1[CH:5]=[CH:4][C:3]2[S:9][C:10]3[CH:18]=[CH:17][CH:16]=[CH:15][C:11]=3[C:12](=[O:13])[NH:1][C:2]=2[CH:7]=1. (8) Given the reactants [CH3:1][O:2][C:3]1[CH:13]=[CH:12][C:6]([N:7]([CH3:11])[C:8](=[O:10])[CH3:9])=[CH:5][CH:4]=1.C([N-]C(C)C)(C)C.[Li+].C(NC(C)C)(C)C.C([Li])CCC.[CH2:34]([N:41]1[CH2:46][CH2:45][C:44](=[O:47])[CH2:43][CH2:42]1)[C:35]1[CH:40]=[CH:39][CH:38]=[CH:37][CH:36]=1, predict the reaction product. The product is: [CH3:1][O:2][C:3]1[CH:13]=[CH:12][C:6]([N:7]([CH3:11])[C:8](=[O:10])[CH2:9][C:44]2([OH:47])[CH2:45][CH2:46][N:41]([CH2:34][C:35]3[CH:40]=[CH:39][CH:38]=[CH:37][CH:36]=3)[CH2:42][CH2:43]2)=[CH:5][CH:4]=1. (9) Given the reactants [CH2:1](Br)[CH:2]=[CH2:3].[CH3:5][N:6]([O:22][CH3:23])[C:7]([NH:9][C:10]([C:12]1[CH:13]=[N:14][CH:15]=[CH:16][C:17]=1[C:18]([F:21])([F:20])[F:19])=[O:11])=[O:8].C(=O)([O-])[O-].[K+].[K+].C(OCC)(=O)C, predict the reaction product. The product is: [CH3:5][N:6]([O:22][CH3:23])[C:7]([N:9]([CH2:3][CH:2]=[CH2:1])[C:10]([C:12]1[CH:13]=[N:14][CH:15]=[CH:16][C:17]=1[C:18]([F:19])([F:20])[F:21])=[O:11])=[O:8].